From a dataset of Forward reaction prediction with 1.9M reactions from USPTO patents (1976-2016). Predict the product of the given reaction. (1) The product is: [F:46][C:47]1[CH:52]=[CH:51][C:50]([C:53]2[O:54][C:55]3[CH:65]=[CH:64][C:63]([C:66]4[CH:74]=[CH:73][CH:72]=[C:68]([C:69](=[O:70])[NH:12][C:9]([C:6]5[CH:7]=[CH:8][N:3]=[CH:4][CH:5]=5)([CH3:11])[CH3:10])[CH:67]=4)=[CH:62][C:56]=3[C:57]=2[C:58]([NH:59][CH3:60])=[O:61])=[CH:49][CH:48]=1. Given the reactants Cl.Cl.[N:3]1[CH:8]=[CH:7][C:6]([C:9]([NH2:12])([CH3:11])[CH3:10])=[CH:5][CH:4]=1.CN(C(ON1N=NC2C=CC=NC1=2)=[N+](C)C)C.F[P-](F)(F)(F)(F)F.CCN(C(C)C)C(C)C.[F:46][C:47]1[CH:52]=[CH:51][C:50]([C:53]2[O:54][C:55]3[CH:65]=[CH:64][C:63]([C:66]4[CH:67]=[C:68]([CH:72]=[CH:73][CH:74]=4)[C:69](O)=[O:70])=[CH:62][C:56]=3[C:57]=2[C:58](=[O:61])[NH:59][CH3:60])=[CH:49][CH:48]=1, predict the reaction product. (2) Given the reactants [Cl:1][C:2]1[CH:3]=[CH:4][C:5]([C:8]2[CH:13]=[CH:12][C:11]([OH:14])=[CH:10][CH:9]=2)=[N:6][CH:7]=1.[CH2:15]([O:17][C:18]([C:20]1([CH2:35]I)[CH2:24][CH2:23][N:22]([C:25](=[O:34])[C:26]2[CH:31]=[CH:30][C:29]([O:32][CH3:33])=[CH:28][CH:27]=2)[CH2:21]1)=[O:19])[CH3:16], predict the reaction product. The product is: [CH2:15]([O:17][C:18]([C:20]1([CH2:35][O:14][C:11]2[CH:12]=[CH:13][C:8]([C:5]3[CH:4]=[CH:3][C:2]([Cl:1])=[CH:7][N:6]=3)=[CH:9][CH:10]=2)[CH2:24][CH2:23][N:22]([C:25](=[O:34])[C:26]2[CH:27]=[CH:28][C:29]([O:32][CH3:33])=[CH:30][CH:31]=2)[CH2:21]1)=[O:19])[CH3:16]. (3) Given the reactants CCCC[N+](CCCC)(CCCC)CCCC.[F-].[NH2:19][CH2:20][C@@H:21]1[C@@H:29]([C@@:30]2([CH3:56])[CH2:35][CH2:34][C@H:33]([O:36][Si](C(C)(C)C)(C3C=CC=CC=3)C3C=CC=CC=3)[CH2:32][C@@H:31]2[CH2:54][OH:55])[CH2:28][CH2:27][C@@:26]2([CH3:57])[C@H:22]1[CH2:23][CH2:24][C@:25]2([C:59]1[CH:64]=[CH:63][CH:62]=[CH:61][CH:60]=1)[OH:58], predict the reaction product. The product is: [NH2:19][CH2:20][C@@H:21]1[C@@H:29]([C@@:30]2([CH3:56])[CH2:35][CH2:34][C@H:33]([OH:36])[CH2:32][C@@H:31]2[CH2:54][OH:55])[CH2:28][CH2:27][C@@:26]2([CH3:57])[C@H:22]1[CH2:23][CH2:24][C@:25]2([C:59]1[CH:64]=[CH:63][CH:62]=[CH:61][CH:60]=1)[OH:58]. (4) The product is: [F:1][C:2]1[C:7]2[N:8]=[N:9][N:10]([CH2:13][C:14]([NH:26][C@H:24]([C:21]3[CH:22]=[CH:23][C:18]([CH3:27])=[CH:19][CH:20]=3)[CH3:25])=[O:16])[C:11](=[O:12])[C:6]=2[CH:5]=[C:4]([CH3:17])[CH:3]=1. Given the reactants [F:1][C:2]1[C:7]2[N:8]=[N:9][N:10]([CH2:13][C:14]([OH:16])=O)[C:11](=[O:12])[C:6]=2[CH:5]=[C:4]([CH3:17])[CH:3]=1.[C:18]1([CH3:27])[CH:23]=[CH:22][C:21]([C@@H:24]([NH2:26])[CH3:25])=[CH:20][CH:19]=1, predict the reaction product. (5) Given the reactants [CH3:1][S:2]([C:5]1[CH:12]=[CH:11][C:8]([CH2:9][NH2:10])=[CH:7][CH:6]=1)(=[O:4])=[O:3].[O:13]1[CH:15]([CH2:16][CH2:17][CH3:18])[CH2:14]1, predict the reaction product. The product is: [CH3:1][S:2]([C:5]1[CH:12]=[CH:11][C:8]([CH2:9][NH:10][CH2:14][CH:15]([OH:13])[CH2:16][CH2:17][CH3:18])=[CH:7][CH:6]=1)(=[O:3])=[O:4]. (6) The product is: [ClH:35].[ClH:35].[N:1]1[CH:6]=[CH:5][CH:4]=[CH:3][C:2]=1[N:7]([CH2:29][CH2:30][C:31]([O:33][CH3:34])=[O:32])[C:8]([C:10]1[CH:11]=[CH:12][C:13]2[S:17][C:16]([CH2:18][NH:19][C:20]3[CH:25]=[CH:24][C:23]([C:26](=[NH:42])[NH2:27])=[CH:22][CH:21]=3)=[N:15][C:14]=2[CH:28]=1)=[O:9]. Given the reactants [N:1]1[CH:6]=[CH:5][CH:4]=[CH:3][C:2]=1[N:7]([CH2:29][CH2:30][C:31]([O:33][CH3:34])=[O:32])[C:8]([C:10]1[CH:11]=[CH:12][C:13]2[S:17][C:16]([CH2:18][NH:19][C:20]3[CH:25]=[CH:24][C:23]([C:26]#[N:27])=[CH:22][CH:21]=3)=[N:15][C:14]=2[CH:28]=1)=[O:9].[ClH:35].CO.C(=O)([O-])[O-].[NH4+:42].[NH4+], predict the reaction product. (7) The product is: [F:34][C:10]1[C:11]([OH:16])=[CH:12][CH:13]=[C:14]([F:15])[C:9]=1[CH:5]([O:6][CH2:7][CH3:8])[C:4]([OH:35])=[O:3]. Given the reactants C([O:3][C:4](=[O:35])[CH:5]([C:9]1[C:14]([F:15])=[CH:13][CH:12]=[C:11]([O:16][Si](C(C)(C)C)(C2C=CC=CC=2)C2C=CC=CC=2)[C:10]=1[F:34])[O:6][CH2:7][CH3:8])C.O.O[Li].O, predict the reaction product. (8) Given the reactants [C:1]([O:5][C:6]([C:8]1[N:13]=[C:12]([C:14]2[CH2:15][CH2:16][N:17]([C:20]([O:22][C:23]([CH3:26])([CH3:25])[CH3:24])=[O:21])[CH2:18][CH:19]=2)[CH:11]=[CH:10][CH:9]=1)=[O:7])([CH3:4])([CH3:3])[CH3:2].[H][H], predict the reaction product. The product is: [C:1]([O:5][C:6]([C:8]1[N:13]=[C:12]([CH:14]2[CH2:15][CH2:16][N:17]([C:20]([O:22][C:23]([CH3:26])([CH3:25])[CH3:24])=[O:21])[CH2:18][CH2:19]2)[CH:11]=[CH:10][CH:9]=1)=[O:7])([CH3:4])([CH3:3])[CH3:2]. (9) Given the reactants [CH2:1]([NH:4][C:5]([C:7]1[C:8]([I:19])=[C:9]([C:13]([I:18])=[C:14]([NH2:17])[C:15]=1[I:16])[C:10]([Cl:12])=[O:11])=[O:6])[CH:2]=[CH2:3].[C:20]([O:23][CH2:24][C:25](Cl)=[O:26])(=[O:22])[CH3:21], predict the reaction product. The product is: [CH2:1]([NH:4][C:5]([C:7]1[C:15]([I:16])=[C:14]([NH:17][C:25]([CH2:24][O:23][C:20](=[O:22])[CH3:21])=[O:26])[C:13]([I:18])=[C:9]([C:10]([Cl:12])=[O:11])[C:8]=1[I:19])=[O:6])[CH:2]=[CH2:3]. (10) Given the reactants Br[C:2]1[CH:27]=[CH:26][C:5]([CH2:6][C:7]2[C:15]3[C:10](=[N:11][CH:12]=[CH:13][CH:14]=3)[N:9]([Si:16]([CH:23]([CH3:25])[CH3:24])([CH:20]([CH3:22])[CH3:21])[CH:17]([CH3:19])[CH3:18])[CH:8]=2)=[CH:4][CH:3]=1.[CH2:28]([NH2:35])[C:29]1[CH:34]=[CH:33][CH:32]=[CH:31][CH:30]=1.C(P(C(C)(C)C)C1C=CC=CC=1C1C=CC=CC=1)(C)(C)C.CC(C)([O-])C.[K+], predict the reaction product. The product is: [CH2:28]([NH:35][C:2]1[CH:27]=[CH:26][C:5]([CH2:6][C:7]2[C:15]3[C:10](=[N:11][CH:12]=[CH:13][CH:14]=3)[N:9]([Si:16]([CH:23]([CH3:25])[CH3:24])([CH:20]([CH3:22])[CH3:21])[CH:17]([CH3:19])[CH3:18])[CH:8]=2)=[CH:4][CH:3]=1)[C:29]1[CH:34]=[CH:33][CH:32]=[CH:31][CH:30]=1.